From a dataset of Catalyst prediction with 721,799 reactions and 888 catalyst types from USPTO. Predict which catalyst facilitates the given reaction. (1) Reactant: [CH2:1]([OH:5])[CH2:2][CH2:3][OH:4].C[Si]([N-][Si](C)(C)C)(C)C.[Li+].[CH:16]1([NH:19][C:20]([C:22]2[S:35][C:25]3=[N:26][C:27](S(C)=O)=[C:28]([Cl:31])[C:29]([CH3:30])=[C:24]3[C:23]=2[NH2:36])=[O:21])[CH2:18][CH2:17]1. The catalyst class is: 1. Product: [CH:16]1([NH:19][C:20]([C:22]2[S:35][C:25]3=[N:26][C:27]([O:4][CH2:3][CH2:2][CH2:1][OH:5])=[C:28]([Cl:31])[C:29]([CH3:30])=[C:24]3[C:23]=2[NH2:36])=[O:21])[CH2:18][CH2:17]1. (2) Product: [C:5]([C:9]1[CH:32]=[CH:31][C:12]([CH2:13][N:14]2[C:22]3[C:17](=[CH:18][C:19]([OH:23])=[CH:20][CH:21]=3)[C:16]3[C:25](=[O:30])[C:26](=[O:29])[O:27][CH2:28][C:15]2=3)=[CH:11][CH:10]=1)([CH3:8])([CH3:6])[CH3:7]. The catalyst class is: 2. Reactant: B(Br)(Br)Br.[C:5]([C:9]1[CH:32]=[CH:31][C:12]([CH2:13][N:14]2[C:22]3[C:17](=[CH:18][C:19]([O:23]C)=[CH:20][CH:21]=3)[C:16]3[C:25](=[O:30])[C:26](=[O:29])[O:27][CH2:28][C:15]2=3)=[CH:11][CH:10]=1)([CH3:8])([CH3:7])[CH3:6]. (3) Reactant: [CH3:1][S:2]([C:5]1[CH:48]=[CH:47][CH:46]=[CH:45][C:6]=1[CH2:7][NH:8][C:9](=[O:44])[CH:10]([C:37]1[CH:42]=[CH:41][CH:40]=[C:39](Br)[CH:38]=1)[NH:11][C:12]1[CH:13]=[C:14]2[C:19](=[CH:20][CH:21]=1)[C:18]([N:22]([C:30]([O:32][C:33]([CH3:36])([CH3:35])[CH3:34])=[O:31])[C:23]([O:25][C:26]([CH3:29])([CH3:28])[CH3:27])=[O:24])=[N:17][CH:16]=[CH:15]2)(=[O:4])=[O:3].[CH2:49]([Sn](CCCC)(CCCC)CCCC)[CH:50]=[CH2:51]. Product: [CH3:1][S:2]([C:5]1[CH:48]=[CH:47][CH:46]=[CH:45][C:6]=1[CH2:7][NH:8][C:9](=[O:44])[CH:10]([NH:11][C:12]1[CH:13]=[C:14]2[C:19](=[CH:20][CH:21]=1)[C:18]([N:22]([C:30]([O:32][C:33]([CH3:36])([CH3:35])[CH3:34])=[O:31])[C:23]([O:25][C:26]([CH3:29])([CH3:28])[CH3:27])=[O:24])=[N:17][CH:16]=[CH:15]2)[C:37]1[CH:42]=[CH:41][CH:40]=[C:39]([CH2:51][CH:50]=[CH2:49])[CH:38]=1)(=[O:4])=[O:3]. The catalyst class is: 109.